From a dataset of Forward reaction prediction with 1.9M reactions from USPTO patents (1976-2016). Predict the product of the given reaction. (1) Given the reactants [OH:1][B:2]1[C:6]2[CH:7]=[C:8]([NH:11][S:12]([C:15]3[N:20]=[CH:19][C:18]([NH:21]C(=O)OCC4C=CC=CC=4)=[CH:17][C:16]=3[NH:32][S:33]([CH3:36])(=[O:35])=[O:34])(=[O:14])=[O:13])[CH:9]=[CH:10][C:5]=2[CH2:4][O:3]1, predict the reaction product. The product is: [NH2:21][C:18]1[CH:17]=[C:16]([NH:32][S:33]([CH3:36])(=[O:34])=[O:35])[C:15]([S:12]([NH:11][C:8]2[CH:9]=[CH:10][C:5]3[CH2:4][O:3][B:2]([OH:1])[C:6]=3[CH:7]=2)(=[O:14])=[O:13])=[N:20][CH:19]=1. (2) Given the reactants [F:1][C@@H:2]1[C@@H:7]2[O:8][CH:9]([C:12]3[CH:17]=[CH:16][CH:15]=[CH:14][CH:13]=3)[O:10][CH2:11][C@H:6]2[O:5][CH2:4][C@@H:3]1OS(C(F)(F)F)(=O)=O.[I:26][C:27]1[C:28](=[O:42])[N:29]([CH2:34][O:35][CH2:36][CH2:37][Si:38]([CH3:41])([CH3:40])[CH3:39])[C:30](=[O:33])[NH:31][CH:32]=1.[H-].[Na+], predict the reaction product. The product is: [F:1][C@@H:2]1[C@@H:7]2[O:8][CH:9]([C:12]3[CH:17]=[CH:16][CH:15]=[CH:14][CH:13]=3)[O:10][CH2:11][C@H:6]2[O:5][CH2:4][C@H:3]1[N:31]1[CH:32]=[C:27]([I:26])[C:28](=[O:42])[N:29]([CH2:34][O:35][CH2:36][CH2:37][Si:38]([CH3:40])([CH3:39])[CH3:41])[C:30]1=[O:33].